Dataset: Reaction yield outcomes from USPTO patents with 853,638 reactions. Task: Predict the reaction yield, written as a fraction of the theoretical maximum amount of product (1.0 means a 100% yield; for example, 0.34 means a 34% yield). The reactants are [Br:1][C:2]1[CH:20]=[CH:19][C:5]2[C:6]3[N:7]=[C:8]([C:14]4O[CH:16]=[N:17][N:18]=4)[S:9][C:10]=3[CH2:11][CH2:12][O:13][C:4]=2[CH:3]=1.Cl.[CH:22]([NH2:25])([CH3:24])[CH3:23]. The catalyst is N1C=CC=CC=1. The product is [Br:1][C:2]1[CH:20]=[CH:19][C:5]2[C:6]3[N:7]=[C:8]([C:14]4[N:25]([CH:22]([CH3:24])[CH3:23])[CH:16]=[N:17][N:18]=4)[S:9][C:10]=3[CH2:11][CH2:12][O:13][C:4]=2[CH:3]=1. The yield is 0.400.